This data is from Full USPTO retrosynthesis dataset with 1.9M reactions from patents (1976-2016). The task is: Predict the reactants needed to synthesize the given product. (1) Given the product [Cl:11][C:8]1[CH:9]=[CH:10][C:5]2[N:6]([C:2]([C:15]3[CH:16]=[CH:17][C:18]([N+:20]([O-:22])=[O:21])=[CH:19][C:14]=3[O:13][CH3:12])=[CH:3][N:4]=2)[N:7]=1, predict the reactants needed to synthesize it. The reactants are: Br[C:2]1[N:6]2[N:7]=[C:8]([Cl:11])[CH:9]=[CH:10][C:5]2=[N:4][CH:3]=1.[CH3:12][O:13][C:14]1[CH:19]=[C:18]([N+:20]([O-:22])=[O:21])[CH:17]=[CH:16][C:15]=1B1OC(C)(C)C(C)(C)O1.C(=O)([O-])[O-].[Na+].[Na+].C(Cl)Cl. (2) Given the product [F:24][C:19]1[CH:20]=[CH:21][CH:22]=[CH:23][C:18]=1[C:16](=[O:17])[CH2:15][CH2:14][CH2:13][CH2:12][CH2:11][CH2:10][N:39]1[CH2:40][CH2:41][CH:36]([C:32]2[CH:31]=[C:30]([NH:29][C:27](=[O:28])[CH:26]([CH3:25])[CH3:42])[CH:35]=[CH:34][CH:33]=2)[CH2:37][CH2:38]1, predict the reactants needed to synthesize it. The reactants are: C([O-])([O-])=O.[K+].[K+].[Na+].[I-].Cl[CH2:10][CH2:11][CH2:12][CH2:13][CH2:14][CH2:15][C:16]([C:18]1[CH:23]=[CH:22][CH:21]=[CH:20][C:19]=1[F:24])=[O:17].[CH3:25][CH:26]([CH3:42])[C:27]([NH:29][C:30]1[CH:35]=[CH:34][CH:33]=[C:32]([CH:36]2[CH2:41][CH2:40][NH:39][CH2:38][CH2:37]2)[CH:31]=1)=[O:28]. (3) Given the product [Cl:1][C:2]1[C:10]2[N:6]([C:7]([CH2:14][CH:15]3[CH2:19][CH2:18][O:38][CH2:34]3)=[CH:8][C:9]=2[C:11]([NH:29][CH2:28][CH:25]2[CH2:26][CH2:27][C:22]([F:30])([F:21])[CH2:23][CH2:24]2)=[O:13])[CH:5]=[CH:4][CH:3]=1, predict the reactants needed to synthesize it. The reactants are: [Cl:1][C:2]1[C:10]2[N:6]([C:7]([CH2:14][CH:15]3[CH2:19][CH2:18]CO3)=[CH:8][C:9]=2[C:11]([OH:13])=O)[CH:5]=[CH:4][CH:3]=1.Cl.[F:21][C:22]1([F:30])[CH2:27][CH2:26][CH:25]([CH2:28][NH2:29])[CH2:24][CH2:23]1.CN([C:34]([O:38]N1N=NC2C=CC=NC1=2)=[N+](C)C)C.F[P-](F)(F)(F)(F)F. (4) Given the product [F:1][C:2]1[CH:7]=[C:6]([N+:8]([O-:10])=[O:9])[CH:5]=[CH:4][C:3]=1[N:11]1[CH2:12][C@H:13]([CH3:20])[NH:14][C@H:15]([CH3:17])[CH2:16]1, predict the reactants needed to synthesize it. The reactants are: [F:1][C:2]1[CH:7]=[C:6]([N+:8]([O-:10])=[O:9])[CH:5]=[CH:4][C:3]=1[N:11]1[CH2:16][C@@H:15]([CH3:17])[NH:14][CH2:13][C@@H:12]1C.F[C:20]1C=CC([N+]([O-])=O)=CC=1F.C[C@H]1CNC[C@@H](C)N1. (5) Given the product [F:21][C:16]1[CH:17]=[CH:18][CH:19]=[CH:20][C:15]=1[C:7]1[N:6]([O:22][CH2:23][CH2:24][CH2:25][CH2:26][O:30][C:27]2[CH:26]=[CH:25][C:24]([C:31](=[O:36])[CH2:32][CH:33]([CH3:34])[CH3:35])=[C:23]([OH:22])[C:28]=2[CH3:29])[C:10]2[CH:11]=[CH:12][CH:13]=[CH:14][C:9]=2[N:8]=1, predict the reactants needed to synthesize it. The reactants are: BrCCCC[N:6]1[C:10]2[CH:11]=[CH:12][CH:13]=[CH:14][C:9]=2[N:8]=[C:7]1[C:15]1[CH:20]=[CH:19][CH:18]=[CH:17][C:16]=1[F:21].[OH:22][C:23]1[C:28]([CH3:29])=[C:27]([OH:30])[CH:26]=[CH:25][C:24]=1[C:31](=[O:36])[CH2:32][CH:33]([CH3:35])[CH3:34].